From a dataset of Catalyst prediction with 721,799 reactions and 888 catalyst types from USPTO. Predict which catalyst facilitates the given reaction. (1) Reactant: [F:1][C:2]([F:41])([F:40])[C:3]1[CH:4]=[C:5]([NH:9][C:10]2[CH:39]=[CH:38][CH:37]=[CH:36][C:11]=2[C:12]([NH:14][CH:15]([C:17]2[N:22]=[N:21][C:20]([NH:23][C:24]3[CH:29]=[C:28]([O:30][CH3:31])[C:27]([O:32][CH3:33])=[C:26]([O:34][CH3:35])[CH:25]=3)=[N:19][CH:18]=2)[CH3:16])=O)[CH:6]=[CH:7][CH:8]=1.N1C=NC=N1.P(Cl)(Cl)(Cl)=O. Product: [CH3:16][C:15]1[N:14]=[C:12]([C:11]2[CH:36]=[CH:37][CH:38]=[CH:39][C:10]=2[NH:9][C:5]2[CH:6]=[CH:7][CH:8]=[C:3]([C:2]([F:41])([F:40])[F:1])[CH:4]=2)[N:22]2[C:17]=1[CH:18]=[N:19][C:20]([NH:23][C:24]1[CH:29]=[C:28]([O:30][CH3:31])[C:27]([O:32][CH3:33])=[C:26]([O:34][CH3:35])[CH:25]=1)=[N:21]2. The catalyst class is: 17. (2) Reactant: [Si:1]([O:8][C:9]1[CH:14]=[CH:13][C:12]([C:15]2[N:16]=[C:17]([C:22]3[CH:26]=[CH:25][S:24][CH:23]=3)[C:18]([NH2:21])=[N:19][CH:20]=2)=[CH:11][CH:10]=1)([C:4]([CH3:7])([CH3:6])[CH3:5])([CH3:3])[CH3:2].[Si:27]([O:34][C:35]1[CH:40]=[CH:39][C:38]([CH2:41][C:42](Cl)=[O:43])=[CH:37][CH:36]=1)([C:30]([CH3:33])([CH3:32])[CH3:31])([CH3:29])[CH3:28].O. Product: [Si:27]([O:34][C:35]1[CH:36]=[CH:37][C:38]([CH2:41][C:42]([NH:21][C:18]2[C:17]([C:22]3[CH:26]=[CH:25][S:24][CH:23]=3)=[N:16][C:15]([C:12]3[CH:11]=[CH:10][C:9]([O:8][Si:1]([C:4]([CH3:7])([CH3:5])[CH3:6])([CH3:2])[CH3:3])=[CH:14][CH:13]=3)=[CH:20][N:19]=2)=[O:43])=[CH:39][CH:40]=1)([C:30]([CH3:33])([CH3:32])[CH3:31])([CH3:29])[CH3:28]. The catalyst class is: 341. (3) Reactant: [Cl:1][C:2]1[CH:11]=[CH:10][C:9]([C:12]2[CH:17]=[CH:16][CH:15]=[C:14]([CH:18]=[C:19]([F:21])[F:20])[N:13]=2)=[CH:8][C:3]=1[C:4]([O:6][CH3:7])=[O:5].[H][H]. Product: [Cl:1][C:2]1[CH:11]=[CH:10][C:9]([C:12]2[CH:17]=[CH:16][CH:15]=[C:14]([CH2:18][CH:19]([F:21])[F:20])[N:13]=2)=[CH:8][C:3]=1[C:4]([O:6][CH3:7])=[O:5]. The catalyst class is: 99. (4) Reactant: C(OC([N:8]1[CH2:11][CH:10]([CH2:12][O:13][C:14]2[CH:19]=[C:18]([CH3:20])[C:17]([Br:21])=[C:16]([CH3:22])[CH:15]=2)[CH2:9]1)=O)(C)(C)C.FC(F)(F)C(O)=O.C([O-])(O)=O.[Na+]. Product: [Br:21][C:17]1[C:18]([CH3:20])=[CH:19][C:14]([O:13][CH2:12][CH:10]2[CH2:11][NH:8][CH2:9]2)=[CH:15][C:16]=1[CH3:22]. The catalyst class is: 4. (5) Reactant: C([BH3-])#N.[Na+].[CH2:5]([C:7]1[CH:12]=[CH:11][C:10]([CH:13]2[CH2:18][N:17]([C:19]([N:21]3[CH2:26][CH2:25][NH:24][CH2:23][CH2:22]3)=[O:20])[CH2:16][CH:15]([C:27]([NH:29][C:30]3[CH:35]=[CH:34][CH:33]=[CH:32][CH:31]=3)=[O:28])[CH2:14]2)=[CH:9][CH:8]=1)[CH3:6].C(O[C:39]1(O[Si](C)(C)C)[CH2:41][CH2:40]1)C.C(O)(=O)C. Product: [CH:39]1([N:24]2[CH2:25][CH2:26][N:21]([C:19]([N:17]3[CH2:18][CH:13]([C:10]4[CH:11]=[CH:12][C:7]([CH2:5][CH3:6])=[CH:8][CH:9]=4)[CH2:14][CH:15]([C:27]([NH:29][C:30]4[CH:35]=[CH:34][CH:33]=[CH:32][CH:31]=4)=[O:28])[CH2:16]3)=[O:20])[CH2:22][CH2:23]2)[CH2:41][CH2:40]1. The catalyst class is: 83. (6) Reactant: [OH:1][CH:2]1[CH2:6][C:5](=[O:7])[CH:4]=[CH:3]1.CN(C1C=CC=CN=1)C.[Si:17](Cl)([C:20]([CH3:23])([CH3:22])[CH3:21])([CH3:19])[CH3:18].O. Product: [O:7]([CH:5]1[CH2:6][C:2](=[O:1])[CH:3]=[CH:4]1)[Si:17]([C:20]([CH3:23])([CH3:22])[CH3:21])([CH3:19])[CH3:18]. The catalyst class is: 4.